Dataset: Full USPTO retrosynthesis dataset with 1.9M reactions from patents (1976-2016). Task: Predict the reactants needed to synthesize the given product. Given the product [NH2:1][CH2:2][C@@H:3]([C:12]1[CH:21]=[CH:20][C:19]([OH:22])=[C:18]([NH:17][CH:16]=[O:23])[CH:13]=1)[O:4][Si:5]([C:8]([CH3:11])([CH3:10])[CH3:9])([CH3:7])[CH3:6], predict the reactants needed to synthesize it. The reactants are: [NH2:1][CH2:2][C@@H:3]([C:12]1[CH:21]=[CH:20][C:19]([OH:22])=[C:18]2[C:13]=1C=C[C:16](=[O:23])[NH:17]2)[O:4][Si:5]([C:8]([CH3:11])([CH3:10])[CH3:9])([CH3:7])[CH3:6].N(C[C@@H](C1C=CC(OCC2C=CC=CC=2)=C(NC=O)C=1)O[Si](C(C)(C)C)(C)C)=[N+]=[N-].